From a dataset of Full USPTO retrosynthesis dataset with 1.9M reactions from patents (1976-2016). Predict the reactants needed to synthesize the given product. (1) The reactants are: [H-].[Na+].[NH2:3][C:4]1[CH:9]=[CH:8][C:7]([C:10](=[O:12])[CH3:11])=[CH:6][CH:5]=1.[Br:13][CH2:14][CH2:15]Br.O. Given the product [Br:13][CH2:14][CH2:15][NH:3][C:4]1[CH:9]=[CH:8][C:7]([C:10](=[O:12])[CH3:11])=[CH:6][CH:5]=1, predict the reactants needed to synthesize it. (2) Given the product [Cl:1][C:2]1[CH:8]=[CH:7][C:5]([NH:6][C:20](=[O:21])[C:17]([CH3:9])([CH3:18])[CH3:16])=[CH:4][CH:3]=1, predict the reactants needed to synthesize it. The reactants are: [Cl:1][C:2]1[CH:8]=[CH:7][C:5]([NH2:6])=[CH:4][CH:3]=1.[CH2:9]([Li])CCC.N1C=[CH:18][C:17]([CH:20]=[O:21])=[CH:16]C=1.C(OCC)(=O)C. (3) The reactants are: [ClH:1].[Cl:2][C:3]1[CH:8]=[CH:7][C:6]([CH:9]([NH:19][C:20]([C:22]2[N:26]3[CH:27]=[CH:28][CH:29]=[C:30]([O:31][CH2:32][C:33]4[C:38]([F:39])=[CH:37][CH:36]=[CH:35][C:34]=4[F:40])[C:25]3=[N:24][C:23]=2[CH3:41])=[O:21])[CH2:10][NH:11]C(=O)OC(C)(C)C)=[CH:5][CH:4]=1. Given the product [ClH:2].[ClH:1].[NH2:11][CH2:10][CH:9]([NH:19][C:20]([C:22]1[N:26]2[CH:27]=[CH:28][CH:29]=[C:30]([O:31][CH2:32][C:33]3[C:38]([F:39])=[CH:37][CH:36]=[CH:35][C:34]=3[F:40])[C:25]2=[N:24][C:23]=1[CH3:41])=[O:21])[C:6]1[CH:5]=[CH:4][C:3]([Cl:2])=[CH:8][CH:7]=1, predict the reactants needed to synthesize it. (4) Given the product [NH2:8][C@H:9]([C:14]([OH:16])=[O:15])[CH:10]([CH3:2])[CH3:11].[CH3:19][CH2:20][CH2:21][CH2:22][CH2:23][CH2:24][CH2:25][CH2:26][CH2:27][CH2:28][CH2:29][CH2:30][CH2:31][CH2:32][CH2:33][C:34]([OH:36])=[O:35], predict the reactants needed to synthesize it. The reactants are: N[C@H:2](C(O)=O)CO.[NH2:8][C@H:9]([C:14]([OH:16])=[O:15])[CH2:10][CH:11](C)C.CC[CH2:19][CH2:20][CH2:21][CH2:22][CH2:23][CH2:24]/[CH:25]=[CH:26]\[CH2:27][CH2:28][CH2:29][CH2:30][CH2:31][CH2:32][CH2:33][C:34]([OH:36])=[O:35]. (5) The reactants are: [CH2:1]([O:6][C:7]1[C:16]2[C:11](=[CH:12][CH:13]=[CH:14][CH:15]=2)[C:10]([CH:17]=O)=[CH:9][CH:8]=1)[CH2:2][CH:3]([CH3:5])[CH3:4].[CH3:19][CH:20]([CH3:36])[C:21]([NH:23][C:24]1[CH:29]=[CH:28][CH:27]=[C:26]([CH:30]2[CH2:35][CH2:34][NH:33][CH2:32][CH2:31]2)[CH:25]=1)=[O:22]. Given the product [CH2:1]([O:6][C:7]1[C:16]2[C:11](=[CH:12][CH:13]=[CH:14][CH:15]=2)[C:10]([CH2:17][N:33]2[CH2:34][CH2:35][CH:30]([C:26]3[CH:25]=[C:24]([NH:23][C:21](=[O:22])[CH:20]([CH3:19])[CH3:36])[CH:29]=[CH:28][CH:27]=3)[CH2:31][CH2:32]2)=[CH:9][CH:8]=1)[CH2:2][CH:3]([CH3:4])[CH3:5], predict the reactants needed to synthesize it.